The task is: Predict which catalyst facilitates the given reaction.. This data is from Catalyst prediction with 721,799 reactions and 888 catalyst types from USPTO. (1) Reactant: [Cl:1][C:2]1[CH:7]=[CH:6][N:5]=[C:4]2[CH:8]=[C:9](I)[O:10][C:3]=12.[Li][CH2:13]CCC.CI.S([O-])([O-])(=O)=O.[Mg+2]. Product: [Cl:1][C:2]1[CH:7]=[CH:6][N:5]=[C:4]2[CH:8]=[C:9]([CH3:13])[O:10][C:3]=12. The catalyst class is: 1. (2) Reactant: O.[C:2]([OH:5])(=[O:4])[CH3:3].CC1O[N:10]=[C:9]([C:12]2[CH:13]=[C:14]([CH:36]=[CH:37][CH:38]=2)[O:15][CH:16]([CH2:33][CH2:34][CH3:35])[C:17]([NH:19][C:20]2[CH:25]=[CH:24][C:23]([N:26]3[CH2:30][CH2:29][CH2:28][S:27]3(=[O:32])=[O:31])=[CH:22][CH:21]=2)=[O:18])[N:8]=1. Product: [C:9]([C:12]1[CH:13]=[C:14]([CH:36]=[CH:37][CH:38]=1)[O:15][CH:16]([CH2:33][CH2:34][CH3:35])[C:17]([NH:19][C:20]1[CH:21]=[CH:22][C:23]([N:26]2[CH2:30][CH2:29][CH2:28][S:27]2(=[O:31])=[O:32])=[CH:24][CH:25]=1)=[O:18])(=[NH:8])[NH2:10].[C:2]([O-:5])(=[O:4])[CH3:3]. The catalyst class is: 5. (3) Reactant: [CH2:1]([N:8]([CH2:24][C:25]1[CH:30]=[CH:29][CH:28]=[CH:27][CH:26]=1)[C:9]1[CH:14]=[C:13]([N:15]2[CH2:20][CH2:19][NH:18][CH2:17][CH2:16]2)[CH:12]=[CH:11][C:10]=1[N+:21]([O-:23])=[O:22])[C:2]1[CH:7]=[CH:6][CH:5]=[CH:4][CH:3]=1.C(N(CC)CC)C.[C:38](Cl)(=[O:45])[C:39]1[CH:44]=[CH:43][CH:42]=[CH:41][CH:40]=1. Product: [CH2:24]([N:8]([CH2:1][C:2]1[CH:3]=[CH:4][CH:5]=[CH:6][CH:7]=1)[C:9]1[CH:14]=[C:13]([N:15]2[CH2:20][CH2:19][N:18]([C:38]([C:39]3[CH:44]=[CH:43][CH:42]=[CH:41][CH:40]=3)=[O:45])[CH2:17][CH2:16]2)[CH:12]=[CH:11][C:10]=1[N+:21]([O-:23])=[O:22])[C:25]1[CH:30]=[CH:29][CH:28]=[CH:27][CH:26]=1. The catalyst class is: 2.